From a dataset of Forward reaction prediction with 1.9M reactions from USPTO patents (1976-2016). Predict the product of the given reaction. (1) Given the reactants [F:1][CH:2]([F:14])[O:3][C:4]1[CH:9]=[C:8]([F:10])[C:7]([CH2:11]O)=[C:6]([F:13])[CH:5]=1.C(O)(=O)C.C(OCC)C.C(=O)([O-])O.[Na+].[BrH:29], predict the reaction product. The product is: [Br:29][CH2:11][C:7]1[C:8]([F:10])=[CH:9][C:4]([O:3][CH:2]([F:14])[F:1])=[CH:5][C:6]=1[F:13]. (2) Given the reactants [C:1]([N:8]([CH2:21][CH2:22][C:23]#[CH:24])[S:9]([CH2:12][C:13]1[CH:18]=[CH:17][C:16]([Cl:19])=[C:15]([Cl:20])[CH:14]=1)(=[O:11])=[O:10])([O:3][C:4]([CH3:7])([CH3:6])[CH3:5])=[O:2].[CH:25]([NH:38][C:39]1[CH:44]=[CH:43][C:42]([Cl:45])=[CH:41][C:40]=1I)([C:32]1[CH:37]=[CH:36][CH:35]=[CH:34][CH:33]=1)[C:26]1[CH:31]=[CH:30][CH:29]=[CH:28][CH:27]=1.C(N(CC)CC)C, predict the reaction product. The product is: [C:4]([O:3][C:1]([N:8]([CH2:21][CH2:22][C:23]#[C:24][C:40]1[CH:41]=[C:42]([Cl:45])[CH:43]=[CH:44][C:39]=1[NH:38][CH:25]([C:32]1[CH:33]=[CH:34][CH:35]=[CH:36][CH:37]=1)[C:26]1[CH:31]=[CH:30][CH:29]=[CH:28][CH:27]=1)[S:9]([CH2:12][C:13]1[CH:18]=[CH:17][C:16]([Cl:19])=[C:15]([Cl:20])[CH:14]=1)(=[O:11])=[O:10])=[O:2])([CH3:7])([CH3:6])[CH3:5]. (3) Given the reactants [Cl:1][C:2]1[C:15]([N:16]=[C:17]=S)=[C:14]([Cl:19])[CH:13]=[CH:12][C:3]=1[CH2:4][NH:5][C:6](=[O:11])[C:7]([CH3:10])([CH3:9])[CH3:8].[Cl:20][C:21]1[C:27]([N:28]2[CH2:33][CH2:32][CH:31]([C:34]([F:37])([F:36])[F:35])[CH2:30][CH2:29]2)=[CH:26][C:24]([NH2:25])=[C:23]([NH2:38])[CH:22]=1.CC(C)N=C=NC(C)C.C(Cl)Cl.CCO, predict the reaction product. The product is: [Cl:1][C:2]1[C:15]([NH:16][C:17]2[NH:25][C:24]3[CH:26]=[C:27]([N:28]4[CH2:33][CH2:32][CH:31]([C:34]([F:37])([F:36])[F:35])[CH2:30][CH2:29]4)[C:21]([Cl:20])=[CH:22][C:23]=3[N:38]=2)=[C:14]([Cl:19])[CH:13]=[CH:12][C:3]=1[CH2:4][NH:5][C:6](=[O:11])[C:7]([CH3:10])([CH3:9])[CH3:8]. (4) Given the reactants [Cl-].O[NH3+:3].[C:4](=[O:7])([O-])[OH:5].[Na+].CS(C)=O.[C:13]([C:15]1[CH:20]=[CH:19][CH:18]=[CH:17][C:16]=1[C:21]1[CH:26]=[CH:25][C:24]([CH2:27][C:28]2[C:33](=[O:34])[N:32]([C:35]3[CH:45]=[CH:44][C:38]([C:39]([N:41]([CH3:43])[CH3:42])=[O:40])=[CH:37][CH:36]=3)[C:31]([CH3:46])=[N:30][C:29]=2[CH2:47][CH2:48][CH3:49])=[CH:23][CH:22]=1)#[N:14], predict the reaction product. The product is: [CH3:43][N:41]([CH3:42])[C:39](=[O:40])[C:38]1[CH:37]=[CH:36][C:35]([N:32]2[C:33](=[O:34])[C:28]([CH2:27][C:24]3[CH:23]=[CH:22][C:21]([C:16]4[CH:17]=[CH:18][CH:19]=[CH:20][C:15]=4[C:13]4[NH:3][C:4](=[O:7])[O:5][N:14]=4)=[CH:26][CH:25]=3)=[C:29]([CH2:47][CH2:48][CH3:49])[N:30]=[C:31]2[CH3:46])=[CH:45][CH:44]=1. (5) Given the reactants [C:1]([C:4]1[N:9]=[C:8]([C:10]2[CH:15]=[CH:14][C:13]([O:16][C:17]3[CH:22]=[CH:21][C:20]([F:23])=[CH:19][CH:18]=3)=[CH:12][CH:11]=2)[N:7]=[C:6]([NH:24][C@@H:25]([CH3:30])[C:26]([O:28]C)=[O:27])[CH:5]=1)(=[O:3])[NH2:2].O[Li].O, predict the reaction product. The product is: [C:1]([C:4]1[N:9]=[C:8]([C:10]2[CH:15]=[CH:14][C:13]([O:16][C:17]3[CH:22]=[CH:21][C:20]([F:23])=[CH:19][CH:18]=3)=[CH:12][CH:11]=2)[N:7]=[C:6]([NH:24][C@@H:25]([CH3:30])[C:26]([OH:28])=[O:27])[CH:5]=1)(=[O:3])[NH2:2]. (6) Given the reactants [CH2:1]([NH2:4])[CH2:2][SH:3].Cl.[C:6]1([C:12]([C:20]2[CH:25]=[CH:24][CH:23]=[CH:22][CH:21]=2)([C:14]2[CH:19]=[CH:18][CH:17]=[CH:16][CH:15]=2)O)[CH:11]=[CH:10][CH:9]=[CH:8][CH:7]=1, predict the reaction product. The product is: [C:6]1([C:12]([C:14]2[CH:15]=[CH:16][CH:17]=[CH:18][CH:19]=2)([C:20]2[CH:21]=[CH:22][CH:23]=[CH:24][CH:25]=2)[S:3][CH2:2][CH2:1][NH2:4])[CH:7]=[CH:8][CH:9]=[CH:10][CH:11]=1. (7) The product is: [CH:3]1([C:6]2[CH:7]=[CH:8][C:9]([C:13]([O:15][CH2:16][CH3:17])=[O:14])=[N:10][C:11]=2[O:12][CH3:1])[CH2:4][CH2:5]1. Given the reactants [CH3:1]I.[CH:3]1([C:6]2[CH:7]=[CH:8][C:9]([C:13]([O:15][CH2:16][CH3:17])=[O:14])=[N:10][C:11]=2[OH:12])[CH2:5][CH2:4]1, predict the reaction product.